From a dataset of Forward reaction prediction with 1.9M reactions from USPTO patents (1976-2016). Predict the product of the given reaction. (1) The product is: [Cl:1][C:2]1[CH:7]=[CH:6][C:5]([C:8]2[CH:9]=[CH:10][C:11]([NH:14][C:15](=[O:32])[CH2:16][CH2:17][C:18]3[CH:23]=[CH:22][C:21]([CH2:24][N:25]4[CH2:26][CH2:27][CH:28]([CH3:31])[CH2:29][CH2:30]4)=[CH:20][CH:19]=3)=[CH:12][CH:13]=2)=[CH:4][CH:3]=1. Given the reactants [Cl:1][C:2]1[CH:7]=[CH:6][C:5]([C:8]2[CH:13]=[CH:12][C:11]([NH:14][C:15](=[O:32])/[CH:16]=[CH:17]/[C:18]3[CH:23]=[CH:22][C:21]([CH2:24][N:25]4[CH2:30][CH2:29][CH:28]([CH3:31])[CH2:27][CH2:26]4)=[CH:20][CH:19]=3)=[CH:10][CH:9]=2)=[CH:4][CH:3]=1, predict the reaction product. (2) The product is: [Cl:15][C:16]1[CH:17]=[C:18]2[C:22](=[CH:23][CH:24]=1)[NH:21][C:20](=[O:25])[C:19]2=[CH:12][C:7]1[CH:8]=[C:9]2[C:4](=[CH:5][CH:6]=1)[O:3][C:2]([CH3:14])([CH3:1])[CH2:11][CH2:10]2. Given the reactants [CH3:1][C:2]1([CH3:14])[CH2:11][CH2:10][C:9]2[C:4](=[CH:5][CH:6]=[C:7]([CH:12]=O)[CH:8]=2)[O:3]1.[Cl:15][C:16]1[CH:17]=[C:18]2[C:22](=[CH:23][CH:24]=1)[NH:21][C:20](=[O:25])[CH2:19]2, predict the reaction product. (3) The product is: [NH2:12][C:10](=[O:11])[CH2:9][C:8]1[C:4]2[CH:3]=[CH:2][S:1][C:5]=2[N:6]([C:18]([O:17][C:14]([CH3:16])([CH3:15])[CH3:13])=[O:19])[CH:7]=1. Given the reactants [S:1]1[C:5]2[NH:6][CH:7]=[C:8]([CH2:9][C:10]([NH2:12])=[O:11])[C:4]=2[CH:3]=[CH:2]1.[CH3:13][C:14]([O:17][C:18](O[C:18]([O:17][C:14]([CH3:16])([CH3:15])[CH3:13])=[O:19])=[O:19])([CH3:16])[CH3:15], predict the reaction product. (4) Given the reactants NC1N=C(OCCCC)N=C2C=1N=C(OC)N2CCCC1CCCCN1C(OCC1C=CC=CC=1)=O.FC(F)(F)C(O)=O.[CH3:44][C@H:45]([O:49][C:50]1[N:58]=[C:57]2[C:53]([N:54]=[C:55]([O:59][CH3:60])[NH:56]2)=[C:52]([NH2:61])[N:51]=1)[CH2:46][CH2:47][CH3:48].Br[CH2:63][CH2:64][CH:65]1[CH2:70][CH2:69][CH2:68][N:67]([C:71]([O:73][CH2:74][C:75]2[CH:80]=[CH:79][CH:78]=[CH:77][CH:76]=2)=[O:72])[CH2:66]1, predict the reaction product. The product is: [NH2:61][C:52]1[N:51]=[C:50]([O:49][C@@H:45]([CH3:44])[CH2:46][CH2:47][CH3:48])[N:58]=[C:57]2[C:53]=1[N:54]=[C:55]([O:59][CH3:60])[N:56]2[CH2:63][CH2:64][CH:65]1[CH2:70][CH2:69][CH2:68][N:67]([C:71]([O:73][CH2:74][C:75]2[CH:76]=[CH:77][CH:78]=[CH:79][CH:80]=2)=[O:72])[CH2:66]1. (5) The product is: [F:21][C:22]1[C:30]([C:31]([F:32])([F:33])[F:34])=[CH:29][CH:28]=[CH:27][C:23]=1[C:24]1[O:15][N:14]=[C:13]([CH2:12][N:8]2[C:9]3[C:5](=[C:4]([C:17]([F:19])([F:20])[F:18])[C:3]([C:1]#[N:2])=[CH:11][CH:10]=3)[CH:6]=[CH:7]2)[N:16]=1. Given the reactants [C:1]([C:3]1[C:4]([C:17]([F:20])([F:19])[F:18])=[C:5]2[C:9](=[CH:10][CH:11]=1)[N:8]([CH2:12][C:13](=[NH:16])[NH:14][OH:15])[CH:7]=[CH:6]2)#[N:2].[F:21][C:22]1[C:30]([C:31]([F:34])([F:33])[F:32])=[CH:29][CH:28]=[CH:27][C:23]=1[C:24](O)=O, predict the reaction product. (6) Given the reactants CC1C=CC(C)=CC=1SCCCCCC(O)=O.[CH3:18][O:19][C:20]1[CH:25]=[CH:24][CH:23]=[CH:22][C:21]=1[SH:26].Br[CH2:28][CH2:29][CH2:30][CH2:31][CH2:32][CH2:33][C:34]([O:36]CC)=[O:35].[OH-].[K+], predict the reaction product. The product is: [CH3:18][O:19][C:20]1[CH:25]=[CH:24][CH:23]=[CH:22][C:21]=1[S:26][CH2:28][CH2:29][CH2:30][CH2:31][CH2:32][CH2:33][C:34]([OH:36])=[O:35].